From a dataset of Forward reaction prediction with 1.9M reactions from USPTO patents (1976-2016). Predict the product of the given reaction. Given the reactants [Br:1][C:2]1[CH:3]=[CH:4][C:5](F)=[C:6]([C:8](=[O:15])[CH2:9][C:10]([O:12][CH2:13][CH3:14])=[O:11])[CH:7]=1.CO[CH:19](OC)[N:20]([CH3:22])C.[F:25][C:26]1[CH:32]=[CH:31]C(N)=[CH:28][CH:27]=1, predict the reaction product. The product is: [Br:1][C:2]1[CH:7]=[C:6]2[C:5](=[CH:4][CH:3]=1)[N:20]([C:19]1[CH:31]=[CH:32][C:26]([F:25])=[CH:27][CH:28]=1)[CH:22]=[C:9]([C:10]([O:12][CH2:13][CH3:14])=[O:11])[C:8]2=[O:15].